This data is from Reaction yield outcomes from USPTO patents with 853,638 reactions. The task is: Predict the reaction yield, written as a fraction of the theoretical maximum amount of product (1.0 means a 100% yield; for example, 0.34 means a 34% yield). (1) The reactants are [Cl:1][C:2]1[CH:18]=[CH:17][C:5]([C:6](=[S:16])[NH:7][C:8]2[CH:13]=[CH:12][C:11]([S:14][CH3:15])=[CH:10][CH:9]=2)=[CH:4][CH:3]=1.[OH-].[Na+]. The catalyst is O.C(O)C.[C-]#N.[C-]#N.[C-]#N.[C-]#N.[C-]#N.[C-]#N.[K+].[K+].[K+].[Fe+3]. The product is [Cl:1][C:2]1[CH:18]=[CH:17][C:5]([C:6]2[S:16][C:13]3[CH:12]=[C:11]([S:14][CH3:15])[CH:10]=[CH:9][C:8]=3[N:7]=2)=[CH:4][CH:3]=1. The yield is 0.670. (2) The reactants are Br[C:2]1[CH:3]=[C:4]2[C:9](=[CH:10][CH:11]=1)[O:8][C:7]([CH3:13])([CH3:12])[CH2:6][C:5]2([CH3:15])[CH3:14].C([Sn](CCCC)(CCCC)[C:21]([O:23]CC)=[CH2:22])CCC.Cl. The catalyst is C(OCC)(=O)C.CCCCCC.Cl[Pd](Cl)([P](C1C=CC=CC=1)(C1C=CC=CC=1)C1C=CC=CC=1)[P](C1C=CC=CC=1)(C1C=CC=CC=1)C1C=CC=CC=1. The product is [C:21]([C:2]1[CH:3]=[C:4]2[C:9](=[CH:10][CH:11]=1)[O:8][C:7]([CH3:13])([CH3:12])[CH2:6][C:5]2([CH3:15])[CH3:14])(=[O:23])[CH3:22]. The yield is 0.460. (3) The reactants are COC1C=CC(C(C2C=CC(OC)=C(OC)C=2)=O)=CC=1[N+]([O-])=O.[CH3:24][O:25][C:26]1[CH:31]=[CH:30][C:29]([CH:32]([C:34]2[CH:39]=[C:38]([O:40][CH3:41])[C:37]([O:42][CH3:43])=[C:36]([O:44][CH3:45])[CH:35]=2)[OH:33])=[CH:28][C:27]=1[N+:46]([O-:48])=[O:47].[Cr](Cl)([O-])(=O)=O.[NH+]1C=CC=CC=1. No catalyst specified. The product is [CH3:24][O:25][C:26]1[CH:31]=[CH:30][C:29]([C:32]([C:34]2[CH:35]=[C:36]([O:44][CH3:45])[C:37]([O:42][CH3:43])=[C:38]([O:40][CH3:41])[CH:39]=2)=[O:33])=[CH:28][C:27]=1[N+:46]([O-:48])=[O:47]. The yield is 0.550. (4) The reactants are [CH3:1][CH:2]([C:5]1[C:9]([C:10]([O:12][CH2:13][CH3:14])=[O:11])=[CH:8][NH:7][N:6]=1)[CH2:3][CH3:4].Cl[C:16]1[CH:21]=[CH:20][C:19]([C:22]([F:25])([F:24])[F:23])=[CH:18][N:17]=1.C(=O)([O-])[O-].[K+].[K+].Cl. The catalyst is CN(C)C=O. The product is [CH3:1][CH:2]([C:5]1[C:9]([C:10]([O:12][CH2:13][CH3:14])=[O:11])=[CH:8][N:7]([C:16]2[CH:21]=[CH:20][C:19]([C:22]([F:25])([F:24])[F:23])=[CH:18][N:17]=2)[N:6]=1)[CH2:3][CH3:4]. The yield is 0.880. (5) The reactants are [CH3:1][O:2][CH2:3][C:4](Cl)=O.[NH2:7][NH:8][C:9]([NH2:11])=[S:10]. The catalyst is N1C=CC=CC=1. The product is [CH3:1][O:2][CH2:3][C:4]1[NH:7][N:8]=[C:9]([SH:10])[N:11]=1. The yield is 0.330. (6) The reactants are Br[CH2:2][CH2:3][CH2:4][CH2:5][C:6]([CH3:16])([CH3:15])[CH2:7][O:8][CH:9]1[CH2:14][CH2:13][CH2:12][CH2:11][O:10]1.[C:17]([O:25][CH2:26][CH3:27])(=[O:24])[CH2:18][C:19]([O:21][CH2:22][CH3:23])=[O:20].[H-].[Na+].[OH2:30]. The catalyst is CS(C)=O.[I-].C([N+](CCCC)(CCCC)CCCC)CCC. The product is [CH2:26]([O:25][C:17](=[O:24])[C:18]([CH2:2][CH2:3][CH2:4][CH2:5][C:6]([CH3:15])([CH3:16])[CH2:7][O:30][CH:11]1[CH2:12][CH2:13][CH2:14][CH2:9][O:10]1)([CH2:2][CH2:3][CH2:4][CH2:5][C:6]([CH3:16])([CH3:15])[CH2:7][O:8][CH:9]1[CH2:14][CH2:13][CH2:12][CH2:11][O:10]1)[C:19]([O:21][CH2:22][CH3:23])=[O:20])[CH3:27]. The yield is 0.823. (7) The reactants are C([O:3][C:4]([C:6]1[C:7]([C:11]2[CH:16]=[CH:15][C:14]([F:17])=[CH:13][N:12]=2)=[N:8][O:9][CH:10]=1)=[O:5])C.C(OC(C1C(C2C=CC=CN=2)=NOC=1)=O)C. No catalyst specified. The product is [F:17][C:14]1[CH:15]=[CH:16][C:11]([C:7]2[C:6]([C:4]([OH:5])=[O:3])=[CH:10][O:9][N:8]=2)=[N:12][CH:13]=1. The yield is 0.670. (8) The reactants are [CH3:1][C:2]1([CH3:13])[C:11]2[C:6](=[CH:7][CH:8]=[CH:9][CH:10]=2)[NH:5][C:4](=O)[CH2:3]1.[H-].[Al+3].[Li+].[H-].[H-].[H-].O.[OH-].[Na+]. The catalyst is C1COCC1. The product is [CH3:1][C:2]1([CH3:13])[C:11]2[C:6](=[CH:7][CH:8]=[CH:9][CH:10]=2)[NH:5][CH2:4][CH2:3]1. The yield is 0.870. (9) The reactants are [CH3:1][C:2]1[CH:3]=[C:4]([N+:10]([O-:12])=[O:11])[C:5](=O)[NH:6][C:7]=1[CH3:8].P(Cl)(Cl)(Cl)(Cl)[Cl:14]. No catalyst specified. The product is [Cl:14][C:5]1[C:4]([N+:10]([O-:12])=[O:11])=[CH:3][C:2]([CH3:1])=[C:7]([CH3:8])[N:6]=1. The yield is 0.902.